Dataset: Peptide-MHC class II binding affinity with 134,281 pairs from IEDB. Task: Regression. Given a peptide amino acid sequence and an MHC pseudo amino acid sequence, predict their binding affinity value. This is MHC class II binding data. (1) The peptide sequence is APQLPDDLMIRVIAQ. The MHC is HLA-DPA10201-DPB10101 with pseudo-sequence HLA-DPA10201-DPB10101. The binding affinity (normalized) is 0.219. (2) The binding affinity (normalized) is 0. The peptide sequence is EKLQLKGTTYGVCSKAFK. The MHC is DRB1_0301 with pseudo-sequence DRB1_0301. (3) The peptide sequence is NPQKENDQYIFTGQP. The MHC is DRB1_0802 with pseudo-sequence DRB1_0802. The binding affinity (normalized) is 0.154. (4) The peptide sequence is AGAWRTAAVELARAL. The MHC is HLA-DQA10301-DQB10302 with pseudo-sequence HLA-DQA10301-DQB10302. The binding affinity (normalized) is 0.539. (5) The peptide sequence is SIVYEAADAILHTPGCVPCV. The MHC is DRB1_0802 with pseudo-sequence DRB1_0802. The binding affinity (normalized) is 0.626. (6) The peptide sequence is SGQVVTYALNTITNLKK. The MHC is HLA-DQA10102-DQB10501 with pseudo-sequence HLA-DQA10102-DQB10501. The binding affinity (normalized) is 0.733. (7) The peptide sequence is GTLWCGHGNKSSGPNELG. The MHC is DRB1_1301 with pseudo-sequence DRB1_1301. The binding affinity (normalized) is 0. (8) The MHC is DRB1_1501 with pseudo-sequence DRB1_1501. The binding affinity (normalized) is 0. The peptide sequence is SQTTAAPSCPEGT.